This data is from Forward reaction prediction with 1.9M reactions from USPTO patents (1976-2016). The task is: Predict the product of the given reaction. Given the reactants C([NH:8][C:9]1[CH:10]=[CH:11][C:12]2[O:17][CH2:16][CH2:15][N:14]([C:18]3[CH:19]=[N:20][C:21]([S:25]([CH3:28])(=[O:27])=[O:26])=[C:22]([CH3:24])[CH:23]=3)[C:13]=2[C:29]=1[CH3:30])C1C=CC=CC=1.C(O)(=O)C, predict the reaction product. The product is: [CH3:28][S:25]([C:21]1[N:20]=[CH:19][C:18]([N:14]2[C:13]3[C:29]([CH3:30])=[C:9]([NH2:8])[CH:10]=[CH:11][C:12]=3[O:17][CH2:16][CH2:15]2)=[CH:23][C:22]=1[CH3:24])(=[O:26])=[O:27].